Dataset: Peptide-MHC class I binding affinity with 185,985 pairs from IEDB/IMGT. Task: Regression. Given a peptide amino acid sequence and an MHC pseudo amino acid sequence, predict their binding affinity value. This is MHC class I binding data. (1) The peptide sequence is STYPGNTFV. The binding affinity (normalized) is 1.00. The MHC is HLA-A02:03 with pseudo-sequence HLA-A02:03. (2) The peptide sequence is APVESMALF. The MHC is HLA-A02:19 with pseudo-sequence HLA-A02:19. The binding affinity (normalized) is 0.0847.